This data is from Experimentally validated miRNA-target interactions with 360,000+ pairs, plus equal number of negative samples. The task is: Binary Classification. Given a miRNA mature sequence and a target amino acid sequence, predict their likelihood of interaction. (1) The miRNA is hsa-miR-6075 with sequence ACGGCCCAGGCGGCAUUGGUG. The protein sequence of the target gene is MPVQLSEHPEWNESMHSLRISVGGLPVLASMTKAADPRFRPRWKVILTFFVGAAILWLLCSHRPAPGRPPTHNAHNWRLGQAPANWYNDTYPLSPPQRTPAGIRYRIAVIADLDTESRAQEENTWFSYLKKGYLTLSDSGDKVAVEWDKDHGVLESHLAEKGRGMELSDLIVFNGKLYSVDDRTGVVYQIEGSKAVPWVILSDGDGTVEKGFKAEWLAVKDERLYVGGLGKEWTTTTGDVVNENPEWVKVVGYKGSVDHENWVSNYNALRAAAGIQPPGYLIHESACWSDTLQRWFFLPR.... Result: 1 (interaction). (2) The miRNA is hsa-miR-548s with sequence AUGGCCAAAACUGCAGUUAUUUU. The protein sequence of the target gene is MWRADRWAPLLLFLLQSALGRPRLAPPRNVTLFSQNFTVYLTWLPGLGSPPNVTYFVTYQSYIKTGWRPVEHCAGIKALVCPLMCLKKLNLYSKFKGRVQAASAHGRSPRVESRYLEYLFDVELAPPTLVLTQMEKILRVNATYQLPPCMPSLELKYQVEFWKEGLGSKTLFPDTPYGQPVQIPLQQGASRRHCLSARTVYTLIDIKYSQFSEPSCIFLEAPGDKRAVLAMPSLLLLLIAAVAAGVAWKIMKGNPWFQGVKTPRALDFSEYRYPVATFQPSGPEFSDDLILCPQKELTIR.... Result: 0 (no interaction). (3) The miRNA is hsa-miR-7856-5p with sequence UUUUAAGGACACUGAGGGAUC. The protein sequence of the target gene is MPRLHDHVWNYPSAGAARPYSLPRGMIAAAACPQGPGVPEPEHAPRGQRAGTTGCSARPGSWHHDLVQRSLVLFSFGVVLALVLNLLQIQRNVTLFPDEVIATIFSSAWWVPPCCGTAAAVVGLLYPCIDSHLGEPHKFKREWASVMRCIAVFVGINHASAKLDFANNVQLSLTLAALSLGLWWTFDRSRSGLGLGITIAFLATLITQFLVYNGVYQYTSPDFLYIRSWLPCIFFSGGVTVGNIGRQLAMGVPEKPHSD. Result: 0 (no interaction). (4) The miRNA is hsa-miR-4535 with sequence GUGGACCUGGCUGGGAC. The protein sequence of the target gene is MDAQDCQAAASPEPPGPPARSCVAAWWDMVDRNLRYFPHSCSMLGRKIAALYDSFTSKSLKEHVFLPLIDMLIYFNFFKAPFLVDLKKPELKIPHTVNFYLRVEPGVMLGIWHTVPSCRGEDAKGKDCCWYEAALRDGNPIIVYLHGSAEHRAASHRLKLVKVLSDGGFHVLSVDYRGFGDSTGKPTEEGLTTDAICVYEWTKARSGITPVCLWGHSLGTGVATNAAKVLEEKGCPVDAIVLEAPFTNMWVASINYPLLKIYRNIPGFLRTLMDALRKDKIIFPNDENVKFLSSPLLILH.... Result: 0 (no interaction). (5) The miRNA is hsa-miR-6849-5p with sequence GAGUGGAUAGGGGAGUGUGUGGA. The protein sequence of the target gene is MSSSVRRKGKPGKGGGKGSSRGGRGGRSHASKSHGSGGGGGGGGGGGGGNRKASSRIWDDGDDFCIFSESRRPSRPSNSNISKGESRPKWKPKAKVPLQTLHMTSENQEKVKALLRDLQEQDADAGSERGLSGEEEDDEPDCCNDERYWPAGQEPSLVPDLDPLEYAGLASVEPYVPEFTVSPFAVQKLSRYGFNTERCQAVLRMCDGDVGASLEHLLTQCFSETFGERMKISEAVNQISLDECMEQRQEEAFALKSICGEKFIERIQNRVWTIGLELEYLTSRFRKSKPKESTKNVQEN.... Result: 0 (no interaction). (6) The miRNA is hsa-let-7a-5p with sequence UGAGGUAGUAGGUUGUAUAGUU. The protein sequence of the target gene is MNGDMPHVPITTLAGIASLTDLLNQLPLPSPLPATTTKSLLFNARIAEEVNCLLACRDDNLVSQLVHSLNQVSTDHIELKDNLGSDDPEGDIPVLLQAVLARSPNVFREKSMQNRYVQSGMMMSQYKLSQNSMHSSPASSNYQQTTISHSPSSRFVPPQTSSGNRFMPQQNSPVPSPYAPQSPAGYMPYSHPSSYTTHPQMQQASVSSPIVAGGLRNIHDNKVSGPLSGNSANHHADNPRHGSSEDYLHMVHRLSSDDGDSSTMRNAASFPLRSPQPVCSPAGSEGTPKGSRPPLILQSQ.... Result: 1 (interaction). (7) The miRNA is hsa-miR-155-5p with sequence UUAAUGCUAAUCGUGAUAGGGGUU. The protein sequence of the target gene is MVGREKELSIHFVPGSCRLVEEEVNIPNRRVLVTGATGLLGRAVHKEFQQNNWHAVGCGFRRARPKFEQVNLLDSNAVHHIIHDFQPHVIVHCAAERRPDVVENQPDAASQLNVDASGNLAKEAAAVGAFLIYISSDYVFDGTNPPYREEDIPAPLNLYGKTKLDGEKAVLENNLGAAVLRIPILYGEVEKLEESAVTVMFDKVQFSNKSANMDHWQQRFPTHVKDVATVCRQLAEKRMLDPSIKGTFHWSGNEQMTKYEMACAIADAFNLPSSHLRPITDSPVLGAQRPRNAQLDCSKL.... Result: 1 (interaction). (8) The miRNA is rno-miR-34a-3p with sequence AAUCAGCAAGUAUACUGCCCUA. The protein sequence of the target gene is MAAGQGGWLRPALGLRLLLATAFQAVSALGAEFASEACRELGFSSNLLCSSCDLLGQFNLLPLDPVCRGCCQEEAQFETKKLYAGAILEVCGUKLGRFPQVQAFVRSDKPKLFRGLQIKYVRGSDPVLKLLDDNGNIAEELSILKWNTDSVEEFLSEKLERI. Result: 0 (no interaction).